The task is: Regression. Given a peptide amino acid sequence and an MHC pseudo amino acid sequence, predict their binding affinity value. This is MHC class I binding data.. This data is from Peptide-MHC class I binding affinity with 185,985 pairs from IEDB/IMGT. The peptide sequence is EVDPIGHLY. The MHC is HLA-B07:02 with pseudo-sequence HLA-B07:02. The binding affinity (normalized) is 0.0847.